Dataset: Reaction yield outcomes from USPTO patents with 853,638 reactions. Task: Predict the reaction yield, written as a fraction of the theoretical maximum amount of product (1.0 means a 100% yield; for example, 0.34 means a 34% yield). (1) The reactants are [Cl:1][C:2]1[CH:7]=[CH:6][C:5]([C:8]2[N:9]=[C:10]([C:19]3[CH:24]=[CH:23][C:22]4[O:25][CH2:26][O:27][C:21]=4[CH:20]=3)[O:11][C:12]=2[CH2:13][CH2:14][C:15]([O:17]C)=[O:16])=[CH:4][CH:3]=1.[OH-].[K+].CO.Cl. The catalyst is O1CCCC1. The product is [Cl:1][C:2]1[CH:3]=[CH:4][C:5]([C:8]2[N:9]=[C:10]([C:19]3[CH:24]=[CH:23][C:22]4[O:25][CH2:26][O:27][C:21]=4[CH:20]=3)[O:11][C:12]=2[CH2:13][CH2:14][C:15]([OH:17])=[O:16])=[CH:6][CH:7]=1. The yield is 0.980. (2) The reactants are BrC1C=CC(C(C)(C)C(OCC)=O)=CC=1.[CH3:16][C:17]([C:24]1[CH:29]=[CH:28][C:27]([C:30]2[CH:35]=[CH:34][C:33]([C:36](=[O:39])[NH:37][CH3:38])=[CH:32][CH:31]=2)=[CH:26][CH:25]=1)([CH3:23])[C:18]([O:20]CC)=[O:19].CO.[OH-].[Na+]. The catalyst is O1CCCC1.O. The product is [CH3:23][C:17]([C:24]1[CH:29]=[CH:28][C:27]([C:30]2[CH:35]=[CH:34][C:33]([C:36](=[O:39])[NH:37][CH3:38])=[CH:32][CH:31]=2)=[CH:26][CH:25]=1)([CH3:16])[C:18]([OH:20])=[O:19]. The yield is 1.00. (3) The reactants are I[C:2]1[N:9]2[C:5]([S:6][C:7]([C:10]3[CH:11]=[C:12]([CH:16]=[CH:17][CH:18]=3)[C:13]([NH2:15])=[O:14])=[N:8]2)=[N:4][CH:3]=1.CC1(C)C(C)(C)OB([C:27]2[CH:28]=[C:29]([C:34]([F:37])([F:36])[F:35])[C:30]([NH2:33])=[N:31][CH:32]=2)O1.C([O-])([O-])=O.[Na+].[Na+]. The catalyst is O1CCOCC1.O.C(Cl)Cl.Cl[Pd](Cl)([P](C1C=CC=CC=1)(C1C=CC=CC=1)C1C=CC=CC=1)[P](C1C=CC=CC=1)(C1C=CC=CC=1)C1C=CC=CC=1. The product is [NH2:33][C:30]1[N:31]=[CH:32][C:27]([C:2]2[N:9]3[C:5]([S:6][C:7]([C:10]4[CH:11]=[C:12]([CH:16]=[CH:17][CH:18]=4)[C:13]([NH2:15])=[O:14])=[N:8]3)=[N:4][CH:3]=2)=[CH:28][C:29]=1[C:34]([F:37])([F:35])[F:36]. The yield is 0.0300. (4) The reactants are C1([NH:7][C:8]([C:10]2[C:11](=[O:23])[N:12]([CH3:22])[C:13]3[C:18]([C:19]=2O)=[CH:17][C:16]([F:21])=[CH:15][CH:14]=3)=O)CCCCC1.P(Cl)(Cl)([Cl:26])=O. No catalyst specified. The product is [Cl:26][C:19]1[C:18]2[C:13](=[CH:14][CH:15]=[C:16]([F:21])[CH:17]=2)[N:12]([CH3:22])[C:11](=[O:23])[C:10]=1[C:8]#[N:7]. The yield is 0.560. (5) The reactants are [C:1]1([C@@H:7]2[C@@H:12]([N+:13]([O-])=O)[CH2:11][O:10][CH:9](O)[CH2:8]2)[CH:6]=[CH:5][CH:4]=[CH:3][CH:2]=1.[C:17](O[C:17]([O:19][C:20]([CH3:23])([CH3:22])[CH3:21])=[O:18])([O:19][C:20]([CH3:23])([CH3:22])[CH3:21])=[O:18]. The catalyst is CO.[OH-].[Pd+2].[OH-]. The product is [OH:10][CH2:11][C@H:12]1[C@@H:7]([C:1]2[CH:6]=[CH:5][CH:4]=[CH:3][CH:2]=2)[CH2:8][CH2:9][N:13]1[C:17]([O:19][C:20]([CH3:23])([CH3:22])[CH3:21])=[O:18]. The yield is 0.550. (6) The reactants are [BH4-].[Na+].[N+:3]([CH:6]=[CH:7][C:8]1[CH:13]=[CH:12][CH:11]=[CH:10][CH:9]=1)([O-:5])=[O:4].C(O)(=O)C. The catalyst is O1CCOCC1.C(O)C.O1CCOCC1. The product is [N+:3]([CH2:6][CH2:7][C:8]1[CH:13]=[CH:12][CH:11]=[CH:10][CH:9]=1)([O-:5])=[O:4]. The yield is 0.830.